Dataset: Catalyst prediction with 721,799 reactions and 888 catalyst types from USPTO. Task: Predict which catalyst facilitates the given reaction. (1) Reactant: C(OC([NH:8][C@H:9]([C:38]1[CH:43]=[CH:42][CH:41]=[CH:40][CH:39]=1)[CH2:10][N:11]1[C:16](=[O:17])[C:15]([C:18]2[CH:23]=[CH:22][CH:21]=[CH:20][C:19]=2[Cl:24])=[CH:14][N:13]([CH2:25][C:26]2[C:31]([C:32]([F:35])([F:34])[F:33])=[CH:30][CH:29]=[CH:28][C:27]=2[F:36])[C:12]1=[O:37])=O)(C)(C)C.C(O)(C(F)(F)F)=O. Product: [NH2:8][C@H:9]([C:38]1[CH:39]=[CH:40][CH:41]=[CH:42][CH:43]=1)[CH2:10][N:11]1[C:16](=[O:17])[C:15]([C:18]2[CH:23]=[CH:22][CH:21]=[CH:20][C:19]=2[Cl:24])=[CH:14][N:13]([CH2:25][C:26]2[C:31]([C:32]([F:34])([F:33])[F:35])=[CH:30][CH:29]=[CH:28][C:27]=2[F:36])[C:12]1=[O:37]. The catalyst class is: 2. (2) Reactant: [CH3:1][C:2]1[CH:7]=[CH:6][C:5]([N:8]2[C:16]3[C:11](=[CH:12][CH:13]=[C:14]([C:17]([O:19][CH3:20])=[O:18])[CH:15]=3)[CH:10]=[N:9]2)=[CH:4][CH:3]=1.[Br:21]Br. Product: [Br:21][C:10]1[C:11]2[C:16](=[CH:15][C:14]([C:17]([O:19][CH3:20])=[O:18])=[CH:13][CH:12]=2)[N:8]([C:5]2[CH:4]=[CH:3][C:2]([CH3:1])=[CH:7][CH:6]=2)[N:9]=1. The catalyst class is: 10. (3) Reactant: Br[C:2]1[CH:3]=[C:4]([CH:20]([CH3:22])[CH3:21])[CH:5]=[C:6]2[C:10]=1[NH:9][C:8]1[C:11]([CH2:17][CH2:18][OH:19])([CH2:15][CH3:16])[O:12][CH2:13][CH2:14][C:7]2=1.C(N(CC)CC)C.C1(C)C=CC=CC=1P(C1C=CC=CC=1C)C1C=CC=CC=1C.[CH2:52]=[CH:53][C:54]1[CH:59]=[CH:58][CH:57]=[CH:56][CH:55]=1. Product: [CH2:15]([C:11]1([CH2:17][CH2:18][OH:19])[C:8]2[NH:9][C:10]3[C:6]([C:7]=2[CH2:14][CH2:13][O:12]1)=[CH:5][C:4]([CH:20]([CH3:22])[CH3:21])=[CH:3][C:2]=3[CH:52]=[CH:53][C:54]1[CH:59]=[CH:58][CH:57]=[CH:56][CH:55]=1)[CH3:16]. The catalyst class is: 10. (4) Reactant: [CH:1]1[C:6]2[CH2:7][CH2:8][CH2:9][CH2:10][C:11](=[O:12])[C:5]=2[CH:4]=[CH:3][CH:2]=1.[Al+3].[Cl-].[Cl-].[Cl-].N#N.[Br:19]Br. Product: [Br:19][C:1]1[C:6]2[CH2:7][CH2:8][CH2:9][CH2:10][C:11](=[O:12])[C:5]=2[CH:4]=[CH:3][CH:2]=1.[Br:19][C:3]1[CH:2]=[CH:1][C:6]2[CH2:7][CH2:8][CH2:9][CH2:10][C:11](=[O:12])[C:5]=2[CH:4]=1. The catalyst class is: 33. (5) Reactant: [CH3:1][O:2][C:3](=[O:20])[CH:4]([CH:9]([C:13]1[CH:18]=[CH:17][C:16]([NH2:19])=[CH:15][CH:14]=1)[C:10]#[C:11][CH3:12])[C:5]([O:7][CH3:8])=[O:6].Br[CH2:22][C:23]1[CH:24]=[C:25]([C:29]2[CH:34]=[CH:33][CH:32]=[CH:31][CH:30]=2)[CH:26]=[CH:27][CH:28]=1.C([O-])([O-])=O.[K+].[K+]. Product: [CH3:8][O:7][C:5](=[O:6])[CH:4]([CH:9]([C:13]1[CH:14]=[CH:15][C:16]([NH:19][CH2:22][C:23]2[CH:24]=[C:25]([C:29]3[CH:34]=[CH:33][CH:32]=[CH:31][CH:30]=3)[CH:26]=[CH:27][CH:28]=2)=[CH:17][CH:18]=1)[C:10]#[C:11][CH3:12])[C:3]([O:2][CH3:1])=[O:20]. The catalyst class is: 39.